Dataset: Full USPTO retrosynthesis dataset with 1.9M reactions from patents (1976-2016). Task: Predict the reactants needed to synthesize the given product. (1) Given the product [ClH:20].[CH3:21][N:22]([CH3:27])[CH2:23][CH2:24][CH2:25][NH:26][C:2](=[O:3])[CH2:4][CH3:6], predict the reactants needed to synthesize it. The reactants are: O[C:2]([C@H:4]([C:6]1C=CC(CC(C)C)=CC=1)C)=[O:3].C([Cl:20])(=O)CC.[CH3:21][N:22]([CH3:27])[CH2:23][CH2:24][CH2:25][NH2:26]. (2) The reactants are: I[C:2]1[C:3]([CH3:8])=[N:4][O:5][C:6]=1[CH3:7].[NH2:9][C:10]1[CH:11]=[C:12](B(O)O)[CH:13]=[CH:14][CH:15]=1.C([O-])([O-])=O.[Na+].[Na+]. Given the product [CH3:8][C:3]1[C:2]([C:14]2[CH:15]=[C:10]([CH:11]=[CH:12][CH:13]=2)[NH2:9])=[C:6]([CH3:7])[O:5][N:4]=1, predict the reactants needed to synthesize it.